This data is from CYP2C9 inhibition data for predicting drug metabolism from PubChem BioAssay. The task is: Regression/Classification. Given a drug SMILES string, predict its absorption, distribution, metabolism, or excretion properties. Task type varies by dataset: regression for continuous measurements (e.g., permeability, clearance, half-life) or binary classification for categorical outcomes (e.g., BBB penetration, CYP inhibition). Dataset: cyp2c9_veith. (1) The molecule is CC(=O)N[C@H](c1ccccc1)[C@@]1(C)C[C@@H]1[C@@H](C)C(=O)Nc1ccc2ccccc2c1. The result is 1 (inhibitor). (2) The molecule is COc1cccc([C@H]2Oc3ccc(OC)cc3/C(=N\OC[C@@H](O)[C@@H]3O[C@@H]4OC(C)(C)O[C@@H]4[C@H]3O)[C@@H]2O)c1. The result is 0 (non-inhibitor).